The task is: Regression/Classification. Given an antibody's heavy chain and light chain sequences, predict its developability. TAP uses regression for 5 developability metrics; SAbDab uses binary classification.. This data is from Antibody developability classification from SAbDab with 2,409 antibodies. The antibody is ['EVKLVESGGDLVKPGGSLKLSCAASGFSFSSHGMSWVRQTPDKRLEWVALISRGGSYTYYSDSVKGRFTISRDNAKNTLYLQMSGLRSEDTAIYYCTRHKGLRRGTNAMDYWGQGTSVTVSA', 'DIVLTQSPASLAVSLGQRATISCRASESVDNYGNSFMHWYQQKPGQPPKLLIYRASNLESGIPVRFSGSGSRTDFTLTINPVEADDVATYYCQQSNEDPRTFGGGTKLEIK']. Result: 0 (not developable).